From a dataset of Reaction yield outcomes from USPTO patents with 853,638 reactions. Predict the reaction yield, written as a fraction of the theoretical maximum amount of product (1.0 means a 100% yield; for example, 0.34 means a 34% yield). (1) The reactants are [Br:1][C:2]1[CH:10]=[CH:9][C:5]([C:6]([OH:8])=O)=[C:4]([CH3:11])[CH:3]=1.[CH:12]1([NH2:15])[CH2:14][CH2:13]1.C(Cl)CCl. The catalyst is ClCCl. The product is [Br:1][C:2]1[CH:10]=[CH:9][C:5]([C:6]([NH:15][CH:12]2[CH2:14][CH2:13]2)=[O:8])=[C:4]([CH3:11])[CH:3]=1. The yield is 0.730. (2) The reactants are P(Cl)(Cl)(Cl)(Cl)[Cl:2].[ClH:7].[NH2:8][C:9]1([C:15]([OH:17])=O)[CH2:14][CH2:13][CH2:12][CH2:11][CH2:10]1. The catalyst is C(#N)C. The product is [ClH:2].[NH2:8][C:9]1([C:15]([Cl:7])=[O:17])[CH2:14][CH2:13][CH2:12][CH2:11][CH2:10]1. The yield is 0.890. (3) The reactants are Br[CH2:2][C:3]([O:5][CH2:6][CH3:7])=[O:4].[CH3:8][CH:9]([NH2:16])[C:10]1[CH:15]=[CH:14][CH:13]=[CH:12][CH:11]=1.C(N(C(C)C)C(C)C)C. The catalyst is C1(C)C=CC=CC=1. The product is [C:10]1([C@H:9]([NH:16][CH2:2][C:3]([O:5][CH2:6][CH3:7])=[O:4])[CH3:8])[CH:15]=[CH:14][CH:13]=[CH:12][CH:11]=1. The yield is 0.630. (4) The reactants are [N-:1]=[N+:2]=[N-:3].[Na+].[C:5]([CH:12]([NH2:16])[CH2:13][CH2:14]Br)([O:7][C:8]([CH3:11])([CH3:10])[CH3:9])=[O:6]. The catalyst is CCCCCCCC[N+](CCCCCCCC)(CCCCCCCC)C.[Cl-].C1(C)C=CC=CC=1. The product is [C:5]([CH:12]([NH2:16])[CH2:13][CH2:14][N:1]=[N+:2]=[N-:3])([O:7][C:8]([CH3:10])([CH3:11])[CH3:9])=[O:6]. The yield is 0.850.